Dataset: Catalyst prediction with 721,799 reactions and 888 catalyst types from USPTO. Task: Predict which catalyst facilitates the given reaction. (1) Reactant: [NH2:1][C:2]1[C:3]([CH3:22])=[N:4][C:5]2[C:10]([N:11]=1)=[C:9]([C:12]1[NH:20][C:19]3[CH2:18][CH2:17][NH:16][C:15](=[O:21])[C:14]=3[CH:13]=1)[CH:8]=[CH:7][CH:6]=2.[CH3:23][C:24](OC(C)=O)=[O:25]. Product: [CH3:22][C:3]1[C:2]([NH:1][C:24](=[O:25])[CH3:23])=[N:11][C:10]2[C:5]([N:4]=1)=[CH:6][CH:7]=[CH:8][C:9]=2[C:12]1[NH:20][C:19]2[CH2:18][CH2:17][NH:16][C:15](=[O:21])[C:14]=2[CH:13]=1. The catalyst class is: 17. (2) Reactant: C1C=CC=CC=1.CCN(CCO[C:15]1[CH:16]=[CH:17][C:18]([CH2:21][C:22]2[CH:23]=[CH:24][CH:25]=[CH:26][CH:27]=2)=C[CH:20]=1)CC.Cl.CCCCCCCCCCCC.[O-]P([O-])([O-])=O.[K+].[K+].[K+].C1(I)C=CC=CC=1. Product: [C:22]1([C:21]2[CH:20]=[CH:15][CH:16]=[CH:17][CH:18]=2)[CH:27]=[CH:26][CH:25]=[CH:24][CH:23]=1. The catalyst class is: 276. (3) Reactant: Cl[S:2]([C:5]1[CH:10]=[C:9]([CH3:11])[CH:8]=[CH:7][C:6]=1[S:12][C:13]1[C:21]2[C:20](=[O:22])[CH2:19][C:18]([CH3:24])([CH3:23])[CH2:17][C:16]=2[N:15]([CH2:25][C:26]([O:28][CH2:29][CH3:30])=[O:27])[C:14]=1[CH3:31])(=[O:4])=[O:3].[NH:32]1[CH2:36][CH2:35][CH2:34][CH2:33]1. Product: [CH3:31][C:14]1[N:15]([CH2:25][C:26]([O:28][CH2:29][CH3:30])=[O:27])[C:16]2[CH2:17][C:18]([CH3:24])([CH3:23])[CH2:19][C:20](=[O:22])[C:21]=2[C:13]=1[S:12][C:6]1[CH:7]=[CH:8][C:9]([CH3:11])=[CH:10][C:5]=1[S:2]([N:32]1[CH2:36][CH2:35][CH2:34][CH2:33]1)(=[O:4])=[O:3]. The catalyst class is: 4. (4) Reactant: [C:1]([O-:8])(=O)CCC([O-])=O.[NH4+:9].[NH4+].C[N:12]1[C:16](=[O:17])[CH2:15][CH2:14][CH2:13]1.[H][H]. Product: [CH3:13][CH:14]([CH2:15][C:16]([NH2:12])=[O:17])[C:1]([NH2:9])=[O:8]. The catalyst class is: 5. (5) Reactant: [NH2:1][C:2]1[CH:3]=[C:4]2[C:9](=[CH:10][CH:11]=1)[N:8]=[CH:7][C:6]([C:12]#[N:13])=[C:5]2[NH:14][C:15]1[CH:20]=[CH:19][C:18]([F:21])=[C:17]([Cl:22])[CH:16]=1.[C:23]([O:27][C:28](=[O:40])[CH2:29][O:30][C:31]1[CH:36]=[CH:35][C:34]([Br:37])=[CH:33][C:32]=1[CH:38]=O)([CH3:26])([CH3:25])[CH3:24].[BH3-]C#N.[Na+]. Product: [C:23]([O:27][C:28](=[O:40])[CH2:29][O:30][C:31]1[CH:36]=[CH:35][C:34]([Br:37])=[CH:33][C:32]=1[CH2:38][NH:1][C:2]1[CH:3]=[C:4]2[C:9](=[CH:10][CH:11]=1)[N:8]=[CH:7][C:6]([C:12]#[N:13])=[C:5]2[NH:14][C:15]1[CH:20]=[CH:19][C:18]([F:21])=[C:17]([Cl:22])[CH:16]=1)([CH3:26])([CH3:25])[CH3:24]. The catalyst class is: 14. (6) Reactant: [CH3:1][O:2][C:3]1[CH:4]=[C:5]([CH2:11][CH2:12][C:13]([OH:15])=O)[CH:6]=[CH:7][C:8]=1[O:9][CH3:10]. Product: [CH3:1][O:2][C:3]1[CH:4]=[C:5]2[C:6](=[CH:7][C:8]=1[O:9][CH3:10])[C:13](=[O:15])[CH2:12][CH2:11]2. The catalyst class is: 6. (7) Reactant: [CH3:1][O:2][C:3]([C:5]1[S:6][C:7]([C:26]2[CH:31]=[CH:30][CH:29]=[CH:28][CH:27]=2)=[CH:8][C:9]=1[N:10]([C:17]([CH:19]1[CH2:24][CH2:23][CH:22]([CH3:25])[CH2:21][CH2:20]1)=[O:18])[CH:11]1[CH2:16][CH2:15][NH:14][CH2:13][CH2:12]1)=[O:4].[CH:32](=O)[C:33]1[CH:38]=[CH:37][CH:36]=[CH:35][CH:34]=1.C(O[BH-](OC(=O)C)OC(=O)C)(=O)C.[Na+]. Product: [CH3:1][O:2][C:3]([C:5]1[S:6][C:7]([C:26]2[CH:27]=[CH:28][CH:29]=[CH:30][CH:31]=2)=[CH:8][C:9]=1[N:10]([CH:11]1[CH2:16][CH2:15][N:14]([CH2:32][C:33]2[CH:38]=[CH:37][CH:36]=[CH:35][CH:34]=2)[CH2:13][CH2:12]1)[C:17]([CH:19]1[CH2:20][CH2:21][CH:22]([CH3:25])[CH2:23][CH2:24]1)=[O:18])=[O:4]. The catalyst class is: 68. (8) Reactant: [CH3:13][C:12]([O:11][C:9](O[C:9]([O:11][C:12]([CH3:15])([CH3:14])[CH3:13])=[O:10])=[O:10])([CH3:15])[CH3:14].[OH-].[Na+].O.[NH2:19][CH2:20][CH2:21][CH2:22][CH2:23][CH2:24][CH2:25][CH2:26][CH2:27][CH2:28][CH2:29][CH2:30][C:31]([OH:33])=[O:32]. Product: [NH2:19][CH2:20][CH2:21][CH2:22][CH2:23][CH2:24][CH2:25][CH2:26][CH2:27][CH2:28][CH2:29][CH:30]([C:9]([O:11][C:12]([CH3:13])([CH3:14])[CH3:15])=[O:10])[C:31]([OH:33])=[O:32]. The catalyst class is: 12. (9) Reactant: [NH2:1][C:2]1[CH:3]=[C:4]([N:8]2[C:13](=[O:14])[NH:12][C:11](=[O:15])[CH:10]=[N:9]2)[CH:5]=[CH:6][CH:7]=1.[C:16](OC(=O)C)(=[O:18])[CH3:17]. Product: [O:14]=[C:13]1[NH:12][C:11](=[O:15])[CH:10]=[N:9][N:8]1[C:4]1[CH:3]=[C:2]([NH:1][C:16](=[O:18])[CH3:17])[CH:7]=[CH:6][CH:5]=1. The catalyst class is: 1. (10) Reactant: [NH2:1][C:2]1[C:7]2[O:8][CH2:9][CH2:10][O:11][C:6]=2[C:5]([C:12]([O:14][CH2:15][CH:16]2[CH2:21][CH2:20][N:19]([CH2:22][C:23]#[N:24])[CH2:18][CH2:17]2)=[O:13])=[CH:4][C:3]=1[Cl:25].[H][H]. Product: [NH2:1][C:2]1[C:7]2[O:8][CH2:9][CH2:10][O:11][C:6]=2[C:5]([C:12]([O:14][CH2:15][CH:16]2[CH2:21][CH2:20][N:19]([CH2:22][CH2:23][NH2:24])[CH2:18][CH2:17]2)=[O:13])=[CH:4][C:3]=1[Cl:25]. The catalyst class is: 446.